Dataset: Forward reaction prediction with 1.9M reactions from USPTO patents (1976-2016). Task: Predict the product of the given reaction. (1) Given the reactants [C:1]([C:5]1[CH:6]=[C:7]([NH2:24])[N:8]([C:10]2[N:11]=[CH:12][N:13]([CH2:15][CH2:16][O:17][CH:18]3[CH2:23][CH2:22][CH2:21][CH2:20][O:19]3)[CH:14]=2)[N:9]=1)([CH3:4])([CH3:3])[CH3:2].[OH-].[Na+].Cl[C:28]([O:30][CH2:31][C:32]([Cl:35])([Cl:34])[Cl:33])=[O:29], predict the reaction product. The product is: [Cl:33][C:32]([Cl:35])([Cl:34])[CH2:31][O:30][C:28](=[O:29])[NH:24][C:7]1[N:8]([C:10]2[N:11]=[CH:12][N:13]([CH2:15][CH2:16][O:17][CH:18]3[CH2:23][CH2:22][CH2:21][CH2:20][O:19]3)[CH:14]=2)[N:9]=[C:5]([C:1]([CH3:4])([CH3:2])[CH3:3])[CH:6]=1. (2) Given the reactants C[O:2][C:3](=[O:22])[CH:4]([C:11]1[CH:16]=[CH:15][C:14](F)=[C:13]([C:18]([F:21])([F:20])[F:19])[CH:12]=1)[CH2:5][C@H:6]1[CH2:10][CH2:9][CH2:8][O:7]1.[CH3:23][S-:24].[Na+].[OH-].[Li+], predict the reaction product. The product is: [CH3:23][S:24][C:14]1[CH:15]=[CH:16][C:11]([CH:4]([CH2:5][C@H:6]2[CH2:10][CH2:9][CH2:8][O:7]2)[C:3]([OH:2])=[O:22])=[CH:12][C:13]=1[C:18]([F:21])([F:20])[F:19]. (3) Given the reactants [Cl:1][C:2]1[N:3]=[CH:4][N:5]([C:16]2[CH:21]=[CH:20][C:19]([S:22]([NH:25][P:26](=[O:29])([OH:28])[OH:27])(=[O:24])=[O:23])=[CH:18][CH:17]=2)[C:6]=1[C:7]1[CH:12]=[CH:11][C:10]([O:13][CH3:14])=[C:9]([F:15])[CH:8]=1.C([O-])([O-])=O.[Ca+2:34], predict the reaction product. The product is: [Cl:1][C:2]1[N:3]=[CH:4][N:5]([C:16]2[CH:17]=[CH:18][C:19]([S:22]([NH:25][P:26](=[O:27])([O-:28])[O-:29])(=[O:23])=[O:24])=[CH:20][CH:21]=2)[C:6]=1[C:7]1[CH:12]=[CH:11][C:10]([O:13][CH3:14])=[C:9]([F:15])[CH:8]=1.[Ca+2:34]. (4) Given the reactants Br[C:2]1[CH:3]=[C:4]([CH:6]=[CH:7][C:8]=1[CH3:9])[NH2:5].[F:10][C:11]1[CH:16]=[C:15](B(O)O)[CH:14]=[C:13]([F:20])[N:12]=1.C(Cl)Cl.C(=O)([O-])[O-].[Na+].[Na+], predict the reaction product. The product is: [F:10][C:11]1[CH:16]=[C:15]([C:2]2[CH:3]=[C:4]([CH:6]=[CH:7][C:8]=2[CH3:9])[NH2:5])[CH:14]=[C:13]([F:20])[N:12]=1.